This data is from Forward reaction prediction with 1.9M reactions from USPTO patents (1976-2016). The task is: Predict the product of the given reaction. (1) Given the reactants [CH3:1][C:2]1[C:3]2[N:4]([C:8]([C@@H:29]3[CH2:34][CH2:33][CH2:32][CH2:31][N:30]3C(OCC3C=CC=CC=3)=O)=[N:9][C:10]=2[C:11]2[CH:16]=[CH:15][C:14]([C:17](=[O:28])[NH:18][C:19]3[CH:24]=[C:23]([CH2:25][CH2:26][CH3:27])[CH:22]=[CH:21][N:20]=3)=[CH:13][CH:12]=2)[CH:5]=[CH:6][N:7]=1.Br.C(O)(=O)C, predict the reaction product. The product is: [CH3:1][C:2]1[C:3]2[N:4]([C:8]([C@@H:29]3[CH2:34][CH2:33][CH2:32][CH2:31][NH:30]3)=[N:9][C:10]=2[C:11]2[CH:16]=[CH:15][C:14]([C:17]([NH:18][C:19]3[CH:24]=[C:23]([CH2:25][CH2:26][CH3:27])[CH:22]=[CH:21][N:20]=3)=[O:28])=[CH:13][CH:12]=2)[CH:5]=[CH:6][N:7]=1. (2) Given the reactants Cl[C:2]1[C:11]2[CH:12]=[CH:13][CH:14]=[CH:15][C:10]=2[C:9]2[C:4](=[N:5][CH:6]=[CH:7][C:8]=2[NH:16]C2C=CC=CC=2)[N:3]=1.NCCCN1CC[O:30]CC1, predict the reaction product. The product is: [NH2:16][C:8]1[CH:7]=[CH:6][N:5]=[C:4]2[C:9]=1[C:10]1[CH:15]=[CH:14][CH:13]=[CH:12][C:11]=1[C:2](=[O:30])[NH:3]2. (3) Given the reactants Br[C:2]1[CH:10]=[C:9]2[C:5]([CH2:6][CH2:7][C:8]2([CH3:12])[CH3:11])=[CH:4][C:3]=1[O:13][CH3:14].C([Li])CCC.[Cl:20]N1C(=O)CCC1=O.O, predict the reaction product. The product is: [Cl:20][C:2]1[CH:10]=[C:9]2[C:5]([CH2:6][CH2:7][C:8]2([CH3:12])[CH3:11])=[CH:4][C:3]=1[O:13][CH3:14]. (4) The product is: [Cl:1][C:2]1[CH:3]=[C:4](/[N:9]=[C:10]2\[S:11][CH2:20][N:12]\2[C:13](=[O:18])[CH2:14][CH:15]([CH3:16])[CH3:17])[CH:5]=[C:6]([Cl:8])[CH:7]=1. Given the reactants [Cl:1][C:2]1[CH:3]=[C:4]([NH:9][C:10]([NH:12][C:13](=[O:18])[CH2:14][CH:15]([CH3:17])[CH3:16])=[S:11])[CH:5]=[C:6]([Cl:8])[CH:7]=1.I[CH2:20]I.C(N(CC)CC)C, predict the reaction product. (5) The product is: [Br:32][C:8]1[C:7]([O:6][CH2:5][C@@H:4]([NH:23][C:24](=[O:30])[O:25][C:26]([CH3:29])([CH3:28])[CH3:27])[CH2:3][CH:2]([CH3:31])[CH3:1])=[CH:22][C:11]2[N:12]([CH3:21])[C:13](=[O:20])[C:14]3[C:19]([C:10]=2[CH:9]=1)=[CH:18][CH:17]=[N:16][CH:15]=3. Given the reactants [CH3:1][CH:2]([CH3:31])[CH2:3][C@H:4]([NH:23][C:24](=[O:30])[O:25][C:26]([CH3:29])([CH3:28])[CH3:27])[CH2:5][O:6][C:7]1[CH:8]=[CH:9][C:10]2[C:19]3[C:14](=[CH:15][N:16]=[CH:17][CH:18]=3)[C:13](=[O:20])[N:12]([CH3:21])[C:11]=2[CH:22]=1.[Br:32]N1C(=O)CCC1=O, predict the reaction product. (6) Given the reactants [C:1]1([CH2:7][C:8](Cl)=[O:9])[CH:6]=[CH:5][CH:4]=[CH:3][CH:2]=1.[S-:11][C:12]#[N:13].[K+].[NH2:15][C:16]1[CH:42]=[CH:41][C:19]([O:20][C:21]2[N:26]=[CH:25][N:24]=[C:23]([NH:27][C:28]([N:30]3[CH2:35][CH2:34][CH:33]([N:36]4[CH2:40][CH2:39][CH2:38][CH2:37]4)[CH2:32][CH2:31]3)=[O:29])[CH:22]=2)=[C:18]([F:43])[CH:17]=1.CCCCCC, predict the reaction product. The product is: [F:43][C:18]1[CH:17]=[C:16]([NH:15][C:12]([NH:13][C:8](=[O:9])[CH2:7][C:1]2[CH:6]=[CH:5][CH:4]=[CH:3][CH:2]=2)=[S:11])[CH:42]=[CH:41][C:19]=1[O:20][C:21]1[N:26]=[CH:25][N:24]=[C:23]([NH:27][C:28]([N:30]2[CH2:35][CH2:34][CH:33]([N:36]3[CH2:40][CH2:39][CH2:38][CH2:37]3)[CH2:32][CH2:31]2)=[O:29])[CH:22]=1. (7) Given the reactants [CH2:1]([S:3](Cl)(=[O:5])=[O:4])[CH3:2].[NH2:7][C:8]1[CH:9]=[C:10]2[C:14](=[CH:15][CH:16]=1)[N:13]([CH2:17][C:18]([O:20]C)=[O:19])[C:12]([CH3:22])=[C:11]2[O:23][C:24]1[CH:29]=[CH:28][C:27]([Cl:30])=[CH:26][CH:25]=1, predict the reaction product. The product is: [Cl:30][C:27]1[CH:28]=[CH:29][C:24]([O:23][C:11]2[C:10]3[C:14](=[CH:15][CH:16]=[C:8]([NH:7][S:3]([CH2:1][CH3:2])(=[O:5])=[O:4])[CH:9]=3)[N:13]([CH2:17][C:18]([OH:20])=[O:19])[C:12]=2[CH3:22])=[CH:25][CH:26]=1.